This data is from Full USPTO retrosynthesis dataset with 1.9M reactions from patents (1976-2016). The task is: Predict the reactants needed to synthesize the given product. (1) The reactants are: [F:1][C:2]1[CH:3]=[C:4]([NH:9][C:10]([C:12]2[N:13](CC3C=CC(OC)=CC=3)[C:14]3[C:19]([CH:20]=2)=[CH:18][C:17]([C:21]2[CH2:22][CH2:23][N:24]([CH:27]([CH3:29])[CH3:28])[CH2:25][CH:26]=2)=[CH:16][CH:15]=3)=[O:11])[CH:5]=[CH:6][C:7]=1F.C(O)(C(F)(F)[F:42])=O.C1(OC)C=CC=CC=1.C(=O)([O-])O.[Na+]. Given the product [F:42][C:6]1[CH:5]=[C:4]([NH:9][C:10]([C:12]2[NH:13][C:14]3[C:19]([CH:20]=2)=[CH:18][C:17]([C:21]2[CH2:22][CH2:23][N:24]([CH:27]([CH3:29])[CH3:28])[CH2:25][CH:26]=2)=[CH:16][CH:15]=3)=[O:11])[CH:3]=[C:2]([F:1])[CH:7]=1, predict the reactants needed to synthesize it. (2) Given the product [CH3:14][CH:15]([CH3:33])[CH2:16][CH2:17][NH:18][C:19]([C:21]1[N:22]=[N:23][C:24]([N:27]2[CH2:32][CH2:31][N:30]([C:9]([C:4]3[CH:5]=[N:6][CH:7]=[CH:8][C:3]=3[C:2]([F:1])([F:13])[F:12])=[O:11])[CH2:29][CH2:28]2)=[CH:25][CH:26]=1)=[O:20], predict the reactants needed to synthesize it. The reactants are: [F:1][C:2]([F:13])([F:12])[C:3]1[CH:8]=[CH:7][N:6]=[CH:5][C:4]=1[C:9]([OH:11])=O.[CH3:14][CH:15]([CH3:33])[CH2:16][CH2:17][NH:18][C:19]([C:21]1[N:22]=[N:23][C:24]([N:27]2[CH2:32][CH2:31][NH:30][CH2:29][CH2:28]2)=[CH:25][CH:26]=1)=[O:20]. (3) Given the product [C:1]([O:9][C@H:10]1[C@:14]([F:16])([CH3:15])[C@@H:13]([N:17]2[C:21]3[N:22]=[CH:23][N:24]=[C:25]([NH2:26])[C:20]=3[C:19]([C:27]#[N:28])=[CH:18]2)[O:12][CH:11]1[CH2:30][O:31][C:32](=[O:39])[C:33]1[CH:34]=[CH:35][CH:36]=[CH:37][CH:38]=1)(=[O:8])[C:2]1[CH:3]=[CH:4][CH:5]=[CH:6][CH:7]=1, predict the reactants needed to synthesize it. The reactants are: [C:1]([O:9][C@H:10]1[C@:14]([F:16])([CH3:15])[C@@H:13]([N:17]2[C:21]3[N:22]=[CH:23][N:24]=[C:25]([NH2:26])[C:20]=3[C:19]([C:27]#[N:28])=[C:18]2Br)[O:12][CH:11]1[CH2:30][O:31][C:32](=[O:39])[C:33]1[CH:38]=[CH:37][CH:36]=[CH:35][CH:34]=1)(=[O:8])[C:2]1[CH:7]=[CH:6][CH:5]=[CH:4][CH:3]=1.C([O-])=O.[NH4+].CO. (4) Given the product [Cl:1][C:2]1[CH:3]=[C:4]([NH:8][C:9]2[C:18]3[C:13](=[CH:14][N:15]=[CH:16][CH:17]=3)[C:12]3[CH:19]=[CH:20][C:21]([C:23]4[O:24][CH:27]=[N:26][N:25]=4)=[CH:22][C:11]=3[N:10]=2)[CH:5]=[CH:6][CH:7]=1, predict the reactants needed to synthesize it. The reactants are: [Cl:1][C:2]1[CH:3]=[C:4]([NH:8][C:9]2[C:18]3[C:13](=[CH:14][N:15]=[CH:16][CH:17]=3)[C:12]3[CH:19]=[CH:20][C:21]([C:23]([NH:25][NH2:26])=[O:24])=[CH:22][C:11]=3[N:10]=2)[CH:5]=[CH:6][CH:7]=1.[CH:27](OCC)(OCC)OCC. (5) Given the product [Br:1][C:2]1[CH:10]=[C:9]([Br:11])[CH:8]=[C:4]2[C:3]=1[CH:12]=[C:29]([CH:26]1[CH2:27][CH2:28][NH:23][CH2:24][CH2:25]1)[NH:30][C:5]2=[O:7], predict the reactants needed to synthesize it. The reactants are: [Br:1][C:2]1[C:3]([CH3:12])=[C:4]([CH:8]=[C:9]([Br:11])[CH:10]=1)[C:5]([OH:7])=O.C(OC([N:23]1[CH2:28][CH2:27][CH:26]([C:29]#[N:30])[CH2:25][CH2:24]1)=O)C1C=CC=CC=1. (6) Given the product [OH:11][C:12]1[CH:13]=[CH:14][C:15]([CH2:18][C:19]2([C:24]([O:26][CH3:27])=[O:25])[CH2:20][CH2:21][CH2:22][CH2:23]2)=[CH:16][CH:17]=1, predict the reactants needed to synthesize it. The reactants are: C([SiH](CC)CC)C.C([O:11][C:12]1[CH:17]=[CH:16][C:15]([CH:18](O)[C:19]2([C:24]([O:26][CH3:27])=[O:25])[CH2:23][CH2:22][CH2:21][CH2:20]2)=[CH:14][CH:13]=1)C=C.N1CCOCC1. (7) Given the product [CH3:1][O:2][CH:3]1[CH2:8][CH2:7][C:6](=[O:9])[CH2:5][CH2:4]1, predict the reactants needed to synthesize it. The reactants are: [CH3:1][O:2][CH:3]1[CH2:8][CH2:7][CH:6]([OH:9])[CH2:5][CH2:4]1.[Cr](Cl)([O-])(=O)=O.[NH+]1C=CC=CC=1.[O-2].[Al+3].[O-2].[O-2].[Al+3]. (8) Given the product [CH:1]1([CH2:7][C:8]2[N:9]=[C:10]([C:27]([OH:29])=[O:28])[O:11][C:12]=2[C:13]2[CH:18]=[C:17]([C:19]([CH3:22])([CH3:20])[CH3:21])[CH:16]=[C:15]([C:23]([CH3:26])([CH3:25])[CH3:24])[CH:14]=2)[CH2:2][CH2:3][CH2:4][CH2:5][CH2:6]1, predict the reactants needed to synthesize it. The reactants are: [CH:1]1([CH2:7][C:8]2[N:9]=[C:10]([C:27]([O:29]C)=[O:28])[O:11][C:12]=2[C:13]2[CH:18]=[C:17]([C:19]([CH3:22])([CH3:21])[CH3:20])[CH:16]=[C:15]([C:23]([CH3:26])([CH3:25])[CH3:24])[CH:14]=2)[CH2:6][CH2:5][CH2:4][CH2:3][CH2:2]1.O[Li].O. (9) Given the product [Cl:1][C:2]1[C:3]([N:12]2[CH2:17][CH2:16][N:15]([CH2:18][CH:19]([CH3:21])[CH3:20])[CH2:14][CH2:13]2)=[C:4]2[N:9]=[C:28]([C:27]3[CH:30]=[CH:31][C:24]([O:23][CH3:22])=[CH:25][CH:26]=3)[NH:8][C:5]2=[N:6][CH:7]=1, predict the reactants needed to synthesize it. The reactants are: [Cl:1][C:2]1[C:3]([N:12]2[CH2:17][CH2:16][N:15]([CH2:18][CH:19]([CH3:21])[CH3:20])[CH2:14][CH2:13]2)=[C:4]([N+:9]([O-])=O)[C:5]([NH2:8])=[N:6][CH:7]=1.[CH3:22][O:23][C:24]1[CH:31]=[CH:30][C:27]([CH:28]=O)=[CH:26][CH:25]=1.[O-]S(S([O-])=O)=O.[Na+].[Na+].